This data is from Full USPTO retrosynthesis dataset with 1.9M reactions from patents (1976-2016). The task is: Predict the reactants needed to synthesize the given product. The reactants are: [CH2:1]([O:8][C:9]([NH:11][C:12]([CH3:17])([CH3:16])[C:13]([OH:15])=O)=[O:10])[C:2]1[CH:7]=[CH:6][CH:5]=[CH:4][CH:3]=1.C(N1C=CN=C1)(N1C=CN=C1)=O.[NH2:30][CH2:31][CH2:32][OH:33]. Given the product [CH2:1]([O:8][C:9]([NH:11][C:12]([CH3:17])([CH3:16])[C:13]([NH:30][CH2:31][CH2:32][OH:33])=[O:15])=[O:10])[C:2]1[CH:3]=[CH:4][CH:5]=[CH:6][CH:7]=1, predict the reactants needed to synthesize it.